Predict the reaction yield, written as a fraction of the theoretical maximum amount of product (1.0 means a 100% yield; for example, 0.34 means a 34% yield). From a dataset of Reaction yield outcomes from USPTO patents with 853,638 reactions. (1) The reactants are [NH2:1][C@@H:2]1[CH2:6][O:5][CH2:4][C@@H:3]1[OH:7].CCN(C(C)C)C(C)C.[C:17](=O)(OC(Cl)(Cl)Cl)[O:18]C(Cl)(Cl)Cl.C([O-])([O-])=O.[K+].[K+]. The catalyst is C(Cl)Cl. The product is [O:7]1[C@H:3]2[CH2:4][O:5][CH2:6][C@H:2]2[NH:1][C:17]1=[O:18]. The yield is 0.900. (2) The reactants are [Si]([O:8][CH2:9][C:10]1([CH3:37])[S:16][CH2:15][CH2:14][N:13]2[C:17]([C:20]3([C:23]4[CH:28]=[CH:27][C:26]([C:29]5[CH:30]=[CH:31][C:32]([C:35]#[N:36])=[N:33][CH:34]=5)=[CH:25][CH:24]=4)[CH2:22][CH2:21]3)=[N:18][N:19]=[C:12]2[CH2:11]1)(C(C)(C)C)(C)C.Cl. The catalyst is CO. The product is [OH:8][CH2:9][C:10]1([CH3:37])[S:16][CH2:15][CH2:14][N:13]2[C:17]([C:20]3([C:23]4[CH:28]=[CH:27][C:26]([C:29]5[CH:30]=[CH:31][C:32]([C:35]#[N:36])=[N:33][CH:34]=5)=[CH:25][CH:24]=4)[CH2:21][CH2:22]3)=[N:18][N:19]=[C:12]2[CH2:11]1. The yield is 0.850. (3) The reactants are [CH2:1]([S:3][CH:4]([C:6]1[C:11]([CH3:12])=[CH:10][C:9]([CH3:13])=[C:8]([CH3:14])[C:7]=1[OH:15])[CH3:5])[CH3:2].CC(C)([O-])C.[K+].Cl[C:23]1[N:24]=[N:25][C:26]([Cl:31])=[CH:27][C:28]=1[O:29][CH3:30].O. The catalyst is O1CCOCC1.CS(C)=O. The product is [Cl:31][C:26]1[N:25]=[N:24][C:23]([O:15][C:7]2[C:8]([CH3:14])=[C:9]([CH3:13])[CH:10]=[C:11]([CH3:12])[C:6]=2[CH:4]([S:3][CH2:1][CH3:2])[CH3:5])=[C:28]([O:29][CH3:30])[CH:27]=1. The yield is 0.109. (4) The reactants are Cl[C:2]1[N:3]=[CH:4][C:5]2[N:10]=[C:9]([NH:11][C:12](=[O:16])[O:13][CH2:14][CH3:15])[S:8][C:6]=2[N:7]=1.[CH3:17][NH:18][CH3:19].CO. No catalyst specified. The product is [CH3:17][N:18]([CH3:19])[C:2]1[N:3]=[CH:4][C:5]2[N:10]=[C:9]([NH:11][C:12](=[O:16])[O:13][CH2:14][CH3:15])[S:8][C:6]=2[N:7]=1. The yield is 0.990.